Predict the product of the given reaction. From a dataset of Forward reaction prediction with 1.9M reactions from USPTO patents (1976-2016). (1) Given the reactants [F:1][C:2]1[N:7]=[CH:6][C:5]([N:8]2[C:12]([CH3:13])=[C:11]([C:14]([OH:16])=O)[N:10]=[N:9]2)=[CH:4][CH:3]=1.FC1N=CC(N2C(C)=C(C(OCC)=O)N=N2)=CC=1.[Cl:35][C:36]1[CH:37]=[C:38]([CH:40]=[CH:41][CH:42]=1)[NH2:39].CCN(C(C)C)C(C)C.C1C=NC2N(O)N=NC=2C=1.CN(C(ON1N=NC2C=CC=NC1=2)=[N+](C)C)C.F[P-](F)(F)(F)(F)F, predict the reaction product. The product is: [Cl:35][C:36]1[CH:37]=[C:38]([NH:39][C:14]([C:11]2[N:10]=[N:9][N:8]([C:5]3[CH:6]=[N:7][C:2]([F:1])=[CH:3][CH:4]=3)[C:12]=2[CH3:13])=[O:16])[CH:40]=[CH:41][CH:42]=1. (2) Given the reactants [NH2:1][C:2]1[C:10]([Cl:11])=[CH:9][CH:8]=[CH:7][C:3]=1[C:4]([OH:6])=[O:5].FC1C=CC=CC=1C(Cl)=O.[CH3:22][C:23]1[CH:31]=[CH:30][CH:29]=[CH:28][C:24]=1[C:25](Cl)=O, predict the reaction product. The product is: [Cl:11][C:10]1[C:2]2[N:1]=[C:22]([C:23]3[CH:31]=[CH:30][CH:29]=[CH:28][C:24]=3[CH3:25])[O:5][C:4](=[O:6])[C:3]=2[CH:7]=[CH:8][CH:9]=1. (3) Given the reactants [NH2:1][S:2]([C:5]1[CH:10]=[CH:9][C:8]([NH:11][C:12]2[N:20]=[C:19]3[C:15]([N:16]=[CH:17][NH:18]3)=[C:14]([C:21]3[CH:22]=[N:23][C:24](NC4CCNCC4)=[CH:25][CH:26]=3)[N:13]=2)=[CH:7][CH:6]=1)(=[O:4])=[O:3].[O:34]1CCOCC1.Cl, predict the reaction product. The product is: [NH2:1][S:2]([C:5]1[CH:10]=[CH:9][C:8]([NH:11][C:12]2[N:20]=[C:19]3[C:15]([N:16]=[CH:17][NH:18]3)=[C:14]([C:21]3[CH:22]=[N:23][C:24]([OH:34])=[CH:25][CH:26]=3)[N:13]=2)=[CH:7][CH:6]=1)(=[O:4])=[O:3]. (4) Given the reactants CC1OC(CO)C(O)C([O:11][CH:12]2[O:17][CH:16]([CH2:18][O:19]C3OCC(O)C(OC)C3O)[CH:15]([OH:30])[CH:14]([O:31]C)[CH:13]2[OH:33])C1O.Cl, predict the reaction product. The product is: [O:11]=[CH:12][C@@H:13]([C@H:14]([C@H:15]([C@@H:16]([CH2:18][OH:19])[OH:17])[OH:30])[OH:31])[OH:33]. (5) Given the reactants [Cl:1][C:2]1[CH:3]=[C:4]2[CH:10]=[C:9]([C:11]([OH:13])=O)[NH:8][C:5]2=[CH:6][N:7]=1.[NH2:14][CH:15]1[CH2:24][C:23]2[C:18](=[CH:19][CH:20]=[CH:21][CH:22]=2)[NH:17][C:16]1=[O:25].C1C=CC2N(O)N=NC=2C=1.CCN(C(C)C)C(C)C.CCN=C=NCCCN(C)C, predict the reaction product. The product is: [O:25]=[C:16]1[CH:15]([NH:14][C:11]([C:9]2[NH:8][C:5]3=[CH:6][N:7]=[C:2]([Cl:1])[CH:3]=[C:4]3[CH:10]=2)=[O:13])[CH2:24][C:23]2[C:18](=[CH:19][CH:20]=[CH:21][CH:22]=2)[NH:17]1. (6) Given the reactants [C:1]([O:5][C:6](=[O:37])[N:7]([CH2:26][C:27]1[CH:32]=[CH:31][CH:30]=[C:29]([C:33]([CH3:36])([CH3:35])[CH3:34])[CH:28]=1)[C@@H:8]1[C@H:13]([OH:14])[C@H:12]([CH2:15][C:16]2[CH:21]=[CH:20][C:19]([N+:22]([O-:24])=[O:23])=[C:18]([F:25])[CH:17]=2)[CH2:11]S[CH2:9]1)([CH3:4])([CH3:3])[CH3:2].O[O:39][S:40]([O-:42])=O.[K+].CCCCCC.CCOC(C)=O.N, predict the reaction product. The product is: [C:1]([O:5][C:6](=[O:37])[N:7]([CH2:26][C:27]1[CH:32]=[CH:31][CH:30]=[C:29]([C:33]([CH3:34])([CH3:36])[CH3:35])[CH:28]=1)[C@@H:8]1[C@H:13]([OH:14])[C@H:12]([CH2:15][C:16]2[CH:21]=[CH:20][C:19]([N+:22]([O-:24])=[O:23])=[C:18]([F:25])[CH:17]=2)[CH2:11][S:40](=[O:42])(=[O:39])[CH2:9]1)([CH3:2])([CH3:3])[CH3:4].